This data is from Reaction yield outcomes from USPTO patents with 853,638 reactions. The task is: Predict the reaction yield, written as a fraction of the theoretical maximum amount of product (1.0 means a 100% yield; for example, 0.34 means a 34% yield). (1) The reactants are [NH2:1][C:2]1[C:3]([C:9]([O:11]C)=O)=[N:4][C:5]([Br:8])=[CH:6][N:7]=1.O.[NH2:14][NH2:15].O. The catalyst is CCO. The product is [NH2:1][C:2]1[C:3]([C:9]([NH:14][NH2:15])=[O:11])=[N:4][C:5]([Br:8])=[CH:6][N:7]=1. The yield is 0.960. (2) The reactants are [N:1]([CH:4]([CH2:21][C:22]1[CH:27]=[CH:26][CH:25]=[CH:24][CH:23]=1)[CH:5]([OH:20])[CH2:6]OS(C1C=CC([N+]([O-])=O)=CC=1)(=O)=O)=[N+:2]=[N-:3].C(OCC)(=O)C.[OH-].[K+].O. The catalyst is C(O)C.C(Cl)Cl. The product is [N:1]([C@H:4]([C@H:5]1[CH2:6][O:20]1)[CH2:21][C:22]1[CH:27]=[CH:26][CH:25]=[CH:24][CH:23]=1)=[N+:2]=[N-:3]. The yield is 0.950. (3) The reactants are [CH3:1][C:2]1[CH:7]=[CH:6][C:5]([S:8](Cl)(=[O:10])=[O:9])=[CH:4][CH:3]=1.[C:12](/[C:14](=[N:18]/[OH:19])/[C:15]([NH2:17])=[O:16])#[N:13].C(O)C. The catalyst is N1C=CC=CC=1. The product is [C:12](/[C:14](=[N:18]/[O:19][S:8]([C:5]1[CH:6]=[CH:7][C:2]([CH3:1])=[CH:3][CH:4]=1)(=[O:10])=[O:9])/[C:15]([NH2:17])=[O:16])#[N:13]. The yield is 0.810. (4) The reactants are [C:1]([C:3]1[CH:33]=[C:32]([F:34])[CH:31]=[CH:30][C:4]=1[CH2:5][NH:6][C:7]([C:9]1[N:10]=[C:11]2[N:16]([C:17](=[O:27])[C:18]=1[O:19][CH2:20][C:21]1[CH:26]=[CH:25][CH:24]=[CH:23][CH:22]=1)[CH2:15][CH2:14][O:13][C:12]2([CH3:29])[CH3:28])=[O:8])#[CH:2].[N+:35]([CH3:38])([O-])=[O:36].[Cl-].[CH3:40]OC1N=C(OC)N=C([N+]2(C)CCOCC2)N=1. The catalyst is CS(C)=O.CN(C)C1C=CN=CC=1.C(OCC)(=O)C. The product is [F:34][C:32]1[CH:31]=[CH:30][C:4]([CH2:5][NH:6][C:7]([C:9]2[N:10]=[C:11]3[N:16]([C:17](=[O:27])[C:18]=2[O:19][CH2:20][C:21]2[CH:26]=[CH:25][CH:24]=[CH:23][CH:22]=2)[CH2:15][CH2:14][O:13][C:12]3([CH3:29])[CH3:28])=[O:8])=[C:3]([C:1]2[O:36][N:35]=[C:38]([CH3:40])[CH:2]=2)[CH:33]=1. The yield is 0.730.